From a dataset of Catalyst prediction with 721,799 reactions and 888 catalyst types from USPTO. Predict which catalyst facilitates the given reaction. (1) Reactant: N1C=CC=CC=1.C(O)(C(F)(F)F)=O.[F:14][C:15]1([F:73])[C@H:19]([O:20][C:21]([C:36]2[CH:41]=[CH:40][CH:39]=[CH:38][CH:37]=2)([C:30]2[CH:35]=[CH:34][CH:33]=[CH:32][CH:31]=2)[C:22]2[CH:27]=[CH:26][C:25]([O:28][CH3:29])=[CH:24][CH:23]=2)[C@@H:18]([CH2:42][OH:43])[O:17][C@H:16]1[N:44]1[CH:72]=[CH:71][C:48]([NH:49][C:50]([C:65]2[CH:70]=[CH:69][CH:68]=[CH:67][CH:66]=2)([C:59]2[CH:64]=[CH:63][CH:62]=[CH:61][CH:60]=2)[C:51]2[CH:56]=[CH:55][C:54]([O:57][CH3:58])=[CH:53][CH:52]=2)=[N:47][C:45]1=[O:46].C1CCC(N=C=NC2CCCCC2)CC1. Product: [F:73][C:15]1([F:14])[C@H:19]([O:20][C:21]([C:36]2[CH:37]=[CH:38][CH:39]=[CH:40][CH:41]=2)([C:30]2[CH:31]=[CH:32][CH:33]=[CH:34][CH:35]=2)[C:22]2[CH:23]=[CH:24][C:25]([O:28][CH3:29])=[CH:26][CH:27]=2)[C@@H:18]([CH:42]=[O:43])[O:17][C@H:16]1[N:44]1[CH:72]=[CH:71][C:48]([NH:49][C:50]([C:59]2[CH:60]=[CH:61][CH:62]=[CH:63][CH:64]=2)([C:65]2[CH:66]=[CH:67][CH:68]=[CH:69][CH:70]=2)[C:51]2[CH:56]=[CH:55][C:54]([O:57][CH3:58])=[CH:53][CH:52]=2)=[N:47][C:45]1=[O:46]. The catalyst class is: 16. (2) Reactant: [Cl:1][C:2]1[CH:3]=[N:4][C:5]2[N:6]([N:8]=[C:9]([C:11]([OH:13])=O)[CH:10]=2)[CH:7]=1.CN(C(ON1N=NC2C=CC=NC1=2)=[N+](C)C)C.F[P-](F)(F)(F)(F)F.CCN(C(C)C)C(C)C.[S:47]1[C:56]2[CH2:55][CH2:54][NH:53][CH2:52][CH2:51][C:50]=2[NH:49][C:48]1=[O:57]. Product: [Cl:1][C:2]1[CH:3]=[N:4][C:5]2[N:6]([N:8]=[C:9]([C:11]([N:53]3[CH2:54][CH2:55][C:56]4[S:47][C:48](=[O:57])[NH:49][C:50]=4[CH2:51][CH2:52]3)=[O:13])[CH:10]=2)[CH:7]=1. The catalyst class is: 3. (3) Reactant: C[O:2][C:3](=[O:43])[CH2:4][C:5]1[CH:10]=[C:9]([O:11][CH2:12][CH2:13][CH2:14][N:15]([CH2:30][C:31]2[CH:36]=[CH:35][CH:34]=[C:33]([C:37]([F:40])([F:39])[F:38])[C:32]=2[Cl:41])[CH2:16][CH:17]([C:24]2[CH:29]=[CH:28][CH:27]=[CH:26][CH:25]=2)[C:18]2[CH:23]=[CH:22][CH:21]=[CH:20][CH:19]=2)[CH:8]=[CH:7][C:6]=1[Br:42].[Li+].[OH-].[OH-].[K+]. Product: [Br:42][C:6]1[CH:7]=[CH:8][C:9]([O:11][CH2:12][CH2:13][CH2:14][N:15]([CH2:30][C:31]2[CH:36]=[CH:35][CH:34]=[C:33]([C:37]([F:40])([F:39])[F:38])[C:32]=2[Cl:41])[CH2:16][CH:17]([C:24]2[CH:29]=[CH:28][CH:27]=[CH:26][CH:25]=2)[C:18]2[CH:19]=[CH:20][CH:21]=[CH:22][CH:23]=2)=[CH:10][C:5]=1[CH2:4][C:3]([OH:43])=[O:2]. The catalyst class is: 20. (4) Reactant: [C:1]1([CH2:7][CH2:8][CH2:9][O:10][CH2:11][C:12]2[O:16][N:15]=[C:14]([C:17]([OH:19])=O)[CH:13]=2)[CH:6]=[CH:5][CH:4]=[CH:3][CH:2]=1.C(N(CC)CC)C.Cl.C(N=C=NCCCN(C)C)C.ON1C2C=CC=CC=2N=N1.[O:49]1[CH2:54][CH2:53][CH:52]([CH2:55][NH2:56])[CH2:51][CH2:50]1. The catalyst class is: 408. Product: [O:49]1[CH2:54][CH2:53][CH:52]([CH2:55][NH:56][C:17]([C:14]2[CH:13]=[C:12]([CH2:11][O:10][CH2:9][CH2:8][CH2:7][C:1]3[CH:2]=[CH:3][CH:4]=[CH:5][CH:6]=3)[O:16][N:15]=2)=[O:19])[CH2:51][CH2:50]1. (5) Reactant: O=[C:2]([C:14]1[CH:19]=[CH:18][CH:17]=[CH:16][CH:15]=1)[C:3](OCCC1C=CC=CC=1)=[O:4].O=C(C1C=CC=CC=1)C([O:24][CH2:25][CH2:26][CH2:27][CH2:28][CH2:29][CH2:30][CH2:31][CH2:32][CH2:33][CH3:34])=O. Product: [C:14]1([CH2:2][CH:3]=[O:4])[CH:19]=[CH:18][CH:17]=[CH:16][CH:15]=1.[CH:25](=[O:24])[CH2:26][CH2:27][CH2:28][CH2:29][CH2:30][CH2:31][CH2:32][CH2:33][CH3:34]. The catalyst class is: 6.